Dataset: Reaction yield outcomes from USPTO patents with 853,638 reactions. Task: Predict the reaction yield, written as a fraction of the theoretical maximum amount of product (1.0 means a 100% yield; for example, 0.34 means a 34% yield). The reactants are [CH3:1][C:2]1[CH:7]=[CH:6][C:5]([OH:8])=[CH:4][C:3]=1[N+:9]([O-:11])=[O:10].[N+:12]([O-])([OH:14])=[O:13]. The catalyst is C(O)(=O)C.O. The product is [CH3:1][C:2]1[CH:7]=[CH:6][C:5]([OH:8])=[C:4]([N+:12]([O-:14])=[O:13])[C:3]=1[N+:9]([O-:11])=[O:10]. The yield is 0.390.